From a dataset of Forward reaction prediction with 1.9M reactions from USPTO patents (1976-2016). Predict the product of the given reaction. (1) Given the reactants Br[C:2]1[N:11]=[C:5]2[CH:6]=[C:7]([Br:10])[CH:8]=[CH:9][N:4]2[N:3]=1.Cl.[F:13][CH2:14][CH2:15][NH:16][CH3:17].C(N(C(C)C)CC)(C)C, predict the reaction product. The product is: [Br:10][C:7]1[CH:8]=[CH:9][N:4]2[N:3]=[C:2]([N:16]([CH2:15][CH2:14][F:13])[CH3:17])[N:11]=[C:5]2[CH:6]=1. (2) Given the reactants [CH3:1][O:2][CH:3]([O:6][CH3:7])[CH2:4][NH2:5].C(=O)([O-])O.[K+].[Br:13][C:14]1[CH:22]=[CH:21][C:17]([C:18](Cl)=[O:19])=[CH:16][CH:15]=1, predict the reaction product. The product is: [Br:13][C:14]1[CH:22]=[CH:21][C:17]([C:18]([NH:5][CH2:4][CH:3]([O:6][CH3:7])[O:2][CH3:1])=[O:19])=[CH:16][CH:15]=1. (3) Given the reactants [Cl:1][C:2]1[CH:28]=[CH:27][CH:26]=[C:25]([Cl:29])[C:3]=1[C:4]([C:6]1[N:10]2[CH:11]=[CH:12][CH:13]=[N:14][C:9]2=[C:8]([C:15]2[CH:24]=[CH:23][C:18]([C:19]([O:21]C)=[O:20])=[CH:17][CH:16]=2)[N:7]=1)=[O:5].[Li+].[OH-], predict the reaction product. The product is: [Cl:29][C:25]1[CH:26]=[CH:27][CH:28]=[C:2]([Cl:1])[C:3]=1[C:4]([C:6]1[N:10]2[CH:11]=[CH:12][CH:13]=[N:14][C:9]2=[C:8]([C:15]2[CH:24]=[CH:23][C:18]([C:19]([OH:21])=[O:20])=[CH:17][CH:16]=2)[N:7]=1)=[O:5]. (4) Given the reactants [CH3:1][N:2]1[C:6]([N+:7]([O-])=O)=[CH:5][C:4]([C:10]2[O:11][CH:12]=[N:13][N:14]=2)=[N:3]1.[Cl-].[NH4+], predict the reaction product. The product is: [CH3:1][N:2]1[C:6]([NH2:7])=[CH:5][C:4]([C:10]2[O:11][CH:12]=[N:13][N:14]=2)=[N:3]1. (5) Given the reactants [C:1]([C:3]1[CH:4]=[C:5]([CH:10]=[C:11]([CH3:13])[N:12]=1)[C:6]([O:8]C)=[O:7])#[N:2].[Li+].[OH-].Cl, predict the reaction product. The product is: [C:1]([C:3]1[CH:4]=[C:5]([CH:10]=[C:11]([CH3:13])[N:12]=1)[C:6]([OH:8])=[O:7])#[N:2]. (6) Given the reactants C([O:8][C:9]1[C:10](=[O:35])[N:11]([CH3:34])[C:12]([N:28]2[CH2:33][CH2:32][O:31][CH2:30][CH2:29]2)=[N:13][C:14]=1[C:15]1[O:19][N:18]=[C:17]([CH2:20][C:21]2[CH:26]=[CH:25][C:24]([F:27])=[CH:23][CH:22]=2)[N:16]=1)C1C=CC=CC=1, predict the reaction product. The product is: [F:27][C:24]1[CH:25]=[CH:26][C:21]([CH2:20][C:17]2[N:16]=[C:15]([C:14]3[N:13]=[C:12]([N:28]4[CH2:29][CH2:30][O:31][CH2:32][CH2:33]4)[N:11]([CH3:34])[C:10](=[O:35])[C:9]=3[OH:8])[O:19][N:18]=2)=[CH:22][CH:23]=1.